Dataset: Full USPTO retrosynthesis dataset with 1.9M reactions from patents (1976-2016). Task: Predict the reactants needed to synthesize the given product. (1) Given the product [F:20][C:11]1[CH:12]=[C:13]([CH:18]=[CH:19][C:10]=1[NH:9][C:6]1[CH2:5][CH2:4][C:3](=[O:8])[C:2]=1[CH3:1])[C:14]([O:16][CH3:17])=[O:15].[CH3:13][CH2:14][O:15][C:6]([CH3:2])=[O:7], predict the reactants needed to synthesize it. The reactants are: [CH3:1][CH:2]1[C:6](=[O:7])[CH2:5][CH2:4][C:3]1=[O:8].[NH2:9][C:10]1[CH:19]=[CH:18][C:13]([C:14]([O:16][CH3:17])=[O:15])=[CH:12][C:11]=1[F:20]. (2) Given the product [NH2:11][C:6]1[C:7]([CH:8]=[O:9])=[C:2]([Cl:1])[N:3]=[CH:4][N:5]=1, predict the reactants needed to synthesize it. The reactants are: [Cl:1][C:2]1[C:7]([CH:8]=[O:9])=[C:6](Cl)[N:5]=[CH:4][N:3]=1.[NH3:11].CO. (3) The reactants are: C(OC([N:8]1[CH2:12][CH2:11][CH2:10][CH:9]1[C:13]1[NH:17][C:16]2[CH:18]=[C:19]([C:22]3[CH:23]=[C:24]4[C:29](=[CH:30][CH:31]=3)[CH:28]=[C:27]([C:32]3[CH:52]=[CH:51][C:35]5[NH:36][C:37]([CH:39]6[CH2:43][CH2:42][CH2:41][N:40]6C(OC(C)(C)C)=O)=[N:38][C:34]=5[CH:33]=3)[CH:26]=[CH:25]4)[CH:20]=[CH:21][C:15]=2[N:14]=1)=O)(C)(C)C.C(O)(C(F)(F)F)=O. Given the product [CH:28]1[C:29]2[C:24](=[CH:23][C:22]([C:19]3[CH:20]=[CH:21][C:15]4[NH:14][C:13]([CH:9]5[CH2:10][CH2:11][CH2:12][NH:8]5)=[N:17][C:16]=4[CH:18]=3)=[CH:31][CH:30]=2)[CH:25]=[CH:26][C:27]=1[C:32]1[CH:52]=[CH:51][C:35]2[NH:36][C:37]([CH:39]3[CH2:43][CH2:42][CH2:41][NH:40]3)=[N:38][C:34]=2[CH:33]=1, predict the reactants needed to synthesize it. (4) Given the product [NH2:30][C@H:27]1[CH2:28][CH2:29][C@H:24]([NH:31][C:5]2[CH:4]=[C:3]([C:9]3[CH:10]=[N:11][C:12]([F:23])=[C:13]([NH:15][CH2:16][CH:17]4[CH2:22][CH2:21][O:20][CH2:19][CH2:18]4)[CH:14]=3)[C:2]([Cl:1])=[CH:7][N:6]=2)[CH2:25][CH2:26]1, predict the reactants needed to synthesize it. The reactants are: [Cl:1][C:2]1[C:3]([C:9]2[CH:10]=[N:11][C:12]([F:23])=[C:13]([NH:15][CH2:16][CH:17]3[CH2:22][CH2:21][O:20][CH2:19][CH2:18]3)[CH:14]=2)=[CH:4][C:5](F)=[N:6][CH:7]=1.[C@H:24]1([NH2:31])[CH2:29][CH2:28][C@H:27]([NH2:30])[CH2:26][CH2:25]1.